Dataset: Catalyst prediction with 721,799 reactions and 888 catalyst types from USPTO. Task: Predict which catalyst facilitates the given reaction. (1) Reactant: C(NC(=O)CCN1CCC(NC[C@H](O)C2C=CC(O)=C3C=2C=CC(=O)N3)CC1)C1C=CC=CC=1.[Si:35]([O:42][C@H:43]([C:57]1[CH:66]=[CH:65][C:64]([OH:67])=[C:63]2[C:58]=1[CH:59]=[CH:60][C:61](=[O:68])[NH:62]2)[CH2:44][NH:45][CH:46]1[CH2:51][CH2:50][N:49]([CH2:52][CH2:53][C:54](O)=[O:55])[CH2:48][CH2:47]1)([C:38]([CH3:41])([CH3:40])[CH3:39])([CH3:37])[CH3:36].[NH2:69][CH2:70][C:71]1[CH:76]=[CH:75][CH:74]=[CH:73][C:72]=1[OH:77].CN(C(ON1N=NC2C=CC=NC1=2)=[N+](C)C)C.F[P-](F)(F)(F)(F)F. Product: [Si:35]([O:42][C@H:43]([C:57]1[CH:66]=[CH:65][C:64]([OH:67])=[C:63]2[C:58]=1[CH:59]=[CH:60][C:61](=[O:68])[NH:62]2)[CH2:44][NH:45][CH:46]1[CH2:47][CH2:48][N:49]([CH2:52][CH2:53][C:54]([NH:69][CH2:70][C:71]2[CH:76]=[CH:75][CH:74]=[CH:73][C:72]=2[OH:77])=[O:55])[CH2:50][CH2:51]1)([C:38]([CH3:41])([CH3:39])[CH3:40])([CH3:36])[CH3:37]. The catalyst class is: 338. (2) Reactant: [C:1]1([Mg]Br)[CH:6]=[CH:5][CH:4]=[CH:3][CH:2]=1. Product: [C:1]1([C:2]2[C:2]3[CH:3]=[C:4]4[C:5]([CH2:3][CH2:4][CH2:5]4)=[CH:6][C:1]=3[CH2:6][CH:1]=2)[CH:6]=[CH:5][CH:4]=[CH:3][CH:2]=1. The catalyst class is: 27. (3) Reactant: [Cl:1][C:2]1[CH:7]=[C:6](B2OCC(C)(C)CO2)[CH:5]=[C:4]([N+:16]([O-:18])=[O:17])[C:3]=1[NH2:19].Br[C:21]1[C:26]([F:27])=[CH:25][CH:24]=[CH:23][C:22]=1[F:28].C([O-])([O-])=O.[Na+].[Na+]. Product: [Cl:1][C:2]1[CH:7]=[C:6]([C:21]2[C:26]([F:27])=[CH:25][CH:24]=[CH:23][C:22]=2[F:28])[CH:5]=[C:4]([N+:16]([O-:18])=[O:17])[C:3]=1[NH2:19]. The catalyst class is: 77.